From a dataset of Forward reaction prediction with 1.9M reactions from USPTO patents (1976-2016). Predict the product of the given reaction. Given the reactants [CH2:1]([C:3]1[CH:12]=[C:11]2[C:6]([C:7](=[O:19])[N:8]([NH:14][S:15]([CH3:18])(=[O:17])=[O:16])[C:9](=[O:13])[NH:10]2)=[CH:5][C:4]=1[C:20]1[N:21]([CH3:25])[N:22]=[CH:23][CH:24]=1)[CH3:2].[C:26](Cl)(=[O:29])[CH2:27][CH3:28], predict the reaction product. The product is: [CH2:1]([C:3]1[CH:12]=[C:11]2[C:6]([C:7](=[O:19])[N:8]([N:14]([C:26](=[O:29])[CH2:27][CH3:28])[S:15]([CH3:18])(=[O:16])=[O:17])[C:9](=[O:13])[NH:10]2)=[CH:5][C:4]=1[C:20]1[N:21]([CH3:25])[N:22]=[CH:23][CH:24]=1)[CH3:2].